This data is from Forward reaction prediction with 1.9M reactions from USPTO patents (1976-2016). The task is: Predict the product of the given reaction. (1) Given the reactants [C:1]([OH:5])(=[O:4])[CH2:2][CH3:3].[C:6]([O-:10])(=[O:9])[CH2:7][CH3:8].[Na+:11], predict the reaction product. The product is: [C:1]([O-:5])(=[O:4])[CH2:2][CH3:3].[C:6]([O-:10])(=[O:9])[CH2:7][CH3:8].[C:1]([O-:5])(=[O:4])[CH2:2][CH3:3].[Na+:11].[Na+:11].[Na+:11]. (2) Given the reactants C(=O)C.[OH:4][C:5]1[CH:10]=[C:9]([O:11][CH3:12])[CH:8]=[CH:7][C:6]=1[C:13](=[O:15])[CH3:14].Br[CH2:17][C:18]([O:20][CH2:21][CH3:22])=[O:19].C(=O)([O-])[O-].[K+].[K+].CN(C)C=O, predict the reaction product. The product is: [CH2:21]([O:20][C:18](=[O:19])[CH2:17][O:4][C:5]1[CH:10]=[C:9]([O:11][CH3:12])[CH:8]=[CH:7][C:6]=1[C:13](=[O:15])[CH3:14])[CH3:22]. (3) Given the reactants [CH3:1][C:2]1[C:6]([C:7]2[O:8][C:9]3[CH:15]=[CH:14][C:13]([CH2:16][C:17]([OH:19])=O)=[CH:12][C:10]=3[CH:11]=2)=[C:5]([CH3:20])[O:4][N:3]=1.[Cl:21][C:22]1[CH:27]=[C:26]([Cl:28])[CH:25]=[CH:24][C:23]=1[CH:29]([C:31]1[CH:36]=[CH:35][CH:34]=[CH:33][CH:32]=1)[NH2:30], predict the reaction product. The product is: [Cl:21][C:22]1[CH:27]=[C:26]([Cl:28])[CH:25]=[CH:24][C:23]=1[CH:29]([C:31]1[CH:32]=[CH:33][CH:34]=[CH:35][CH:36]=1)[NH:30][C:17](=[O:19])[CH2:16][C:13]1[CH:14]=[CH:15][C:9]2[O:8][C:7]([C:6]3[C:2]([CH3:1])=[N:3][O:4][C:5]=3[CH3:20])=[CH:11][C:10]=2[CH:12]=1. (4) Given the reactants [F:1][C:2]1[CH:7]=[CH:6][C:5]([CH2:8][C:9]([C:11]2[CH:12]=[CH:13][C:14]3[O:19][CH2:18][C:17](=[O:20])[NH:16][C:15]=3[CH:21]=2)=[O:10])=[CH:4][CH:3]=1.[BrH:22].Br.[NH+]1C=CC=CC=1.[S:30]([O-:33])([O-:32])=[O:31].[Na+:34].[Na+], predict the reaction product. The product is: [S:30]([O-:33])([O-:32])=[O:31].[Na+:34].[Na+:34].[Br:22][CH:8]([C:5]1[CH:6]=[CH:7][C:2]([F:1])=[CH:3][CH:4]=1)[C:9]([C:11]1[CH:12]=[CH:13][C:14]2[O:19][CH2:18][C:17](=[O:20])[NH:16][C:15]=2[CH:21]=1)=[O:10]. (5) Given the reactants [F:1][C:2]1[CH:3]=[C:4]([N+:9]([O-:11])=[O:10])[CH:5]=[CH:6][C:7]=1F.[CH2:12]([NH2:19])[C:13]1[CH:18]=[CH:17][CH:16]=[CH:15][CH:14]=1.C(N(CC)C(C)C)(C)C, predict the reaction product. The product is: [CH2:12]([NH:19][C:7]1[CH:6]=[CH:5][C:4]([N+:9]([O-:11])=[O:10])=[CH:3][C:2]=1[F:1])[C:13]1[CH:18]=[CH:17][CH:16]=[CH:15][CH:14]=1.